From a dataset of Full USPTO retrosynthesis dataset with 1.9M reactions from patents (1976-2016). Predict the reactants needed to synthesize the given product. (1) The reactants are: [Cl:1][C:2]1[C:7]([C:8](O)([CH3:10])[CH3:9])=[CH:6][CH:5]=[CH:4][N:3]=1.C(N(S(F)(F)[F:18])CC)C. Given the product [Cl:1][C:2]1[C:7]([C:8]([F:18])([CH3:10])[CH3:9])=[CH:6][CH:5]=[CH:4][N:3]=1, predict the reactants needed to synthesize it. (2) Given the product [CH2:44]([O:43][C:41]([NH:51][C@@H:52]([CH:53]([CH3:55])[CH3:54])[C:56]([NH:2][CH:3]([CH2:8][C:9]1[C:17]2[C:12](=[C:13]([Br:18])[CH:14]=[CH:15][CH:16]=2)[NH:11][CH:10]=1)[C:4]([O:6][CH3:7])=[O:5])=[O:57])=[O:42])[C:45]1[CH:50]=[CH:49][CH:48]=[CH:47][CH:46]=1, predict the reactants needed to synthesize it. The reactants are: Cl.[NH2:2][CH:3]([CH2:8][C:9]1[C:17]2[C:12](=[C:13]([Br:18])[CH:14]=[CH:15][CH:16]=2)[NH:11][CH:10]=1)[C:4]([O:6][CH3:7])=[O:5].CN(C(ON1N=NC2C=CC=CC1=2)=[N+](C)C)C.[B-](F)(F)(F)F.[C:41]([NH:51][C@H:52]([C:56](O)=[O:57])[CH:53]([CH3:55])[CH3:54])([O:43][CH2:44][C:45]1[CH:50]=[CH:49][CH:48]=[CH:47][CH:46]=1)=[O:42].C(N(C(C)C)CC)(C)C. (3) The reactants are: N1C=CC=CC=1C1O[C:9]2[CH2:10][N:11]([C:16]3[CH:17]=[C:18]([CH:21]=[CH:22]C=3)C#N)[CH2:12][CH2:13][C:14]=2[N:15]=1.[CH3:24][O:25][C:26]1[CH:27]=[C:28]([CH:32]=[CH:33][CH:34]=1)[C:29]([OH:31])=O.BrC1C=CC=C[N:37]=1. Given the product [CH3:24][O:25][C:26]1[CH:27]=[C:28]([C:29]2[O:31][C:9]3[CH2:10][N:11]([C:16]4[CH:17]=[CH:18][CH:21]=[CH:22][N:37]=4)[CH2:12][CH2:13][C:14]=3[N:15]=2)[CH:32]=[CH:33][CH:34]=1, predict the reactants needed to synthesize it. (4) Given the product [C:1]1([C:30]2[CH:31]=[CH:32][CH:33]=[CH:34][CH:35]=2)[CH:6]=[CH:5][CH:4]=[C:3]([NH:7][C:8](=[O:29])[CH2:9][CH2:10][CH2:11][CH2:12][CH2:13][NH:14][C:15](=[O:28])[CH2:16][O:17][CH2:18][C:19]2[CH:40]=[CH:41][N:36]=[CH:37][CH:38]=2)[CH:2]=1, predict the reactants needed to synthesize it. The reactants are: [C:1]1([C:30]2[CH:35]=[CH:34][CH:33]=[CH:32][CH:31]=2)[CH:6]=[CH:5][CH:4]=[C:3]([NH:7][C:8](=[O:29])[CH2:9][CH2:10][CH2:11][CH2:12][CH2:13][NH:14][C:15](=[O:28])[CH2:16][O:17][CH2:18][CH2:19]NC(=O)OC(C)(C)C)[CH:2]=1.[N:36]1[CH:41]=[CH:40]C(CO)=[CH:38][CH:37]=1.C(OC(=O)NCCO)(C)(C)C. (5) Given the product [OH:29][CH2:30][C:31]1[CH:36]=[CH:35][C:34]([N:37]=[N:38][C:22]2[CH:21]=[CH:20][C:19]([OH:23])=[CH:18][C:17]=2[O:16][CH3:15])=[CH:33][CH:32]=1, predict the reactants needed to synthesize it. The reactants are: NC1C=CC(CO)=CC=1.N([O-])=O.[Na+].Cl.[CH3:15][O:16][C:17]1[CH:18]=[C:19]([OH:23])[CH:20]=[CH:21][CH:22]=1.CC([O-])=O.[Na+].[OH:29][CH2:30][C:31]1[CH:36]=[CH:35][C:34]([N:37]=[N:38]C2C=CC(O)=CC=2)=[CH:33][CH:32]=1. (6) Given the product [F:15][C:16]1[CH:17]=[C:18]([CH:19]=[CH:20][C:21]=1[CH2:22][S:23]([CH3:26])(=[O:24])=[O:25])[O:27][CH2:44][CH2:43][CH2:42][CH:39]1[CH2:40][CH2:41][N:36]([C:33]2[N:32]=[C:31]([CH:28]([CH3:29])[CH3:30])[O:35][N:34]=2)[CH2:37][CH2:38]1, predict the reactants needed to synthesize it. The reactants are: CC(OC(/N=N/C(OC(C)C)=O)=O)C.[F:15][C:16]1[CH:17]=[C:18]([OH:27])[CH:19]=[CH:20][C:21]=1[CH2:22][S:23]([CH3:26])(=[O:25])=[O:24].[CH:28]([C:31]1[O:35][N:34]=[C:33]([N:36]2[CH2:41][CH2:40][CH:39]([CH2:42][CH2:43][CH2:44]O)[CH2:38][CH2:37]2)[N:32]=1)([CH3:30])[CH3:29].C1C=CC(P(C2C=CC=CC=2)C2C=CC=CC=2)=CC=1.